This data is from Full USPTO retrosynthesis dataset with 1.9M reactions from patents (1976-2016). The task is: Predict the reactants needed to synthesize the given product. (1) Given the product [CH3:9][O:10][C:11]1[CH:12]=[C:13]2[C:14]([C:21]3[CH2:22][CH:23]([NH:26][C:27](=[O:31])[CH:28]([CH3:29])[CH3:30])[CH2:24][CH2:25][C:20]=3[NH:17]2)=[CH:15][CH:16]=1, predict the reactants needed to synthesize it. The reactants are: C(Cl)(=O)C.C(O)C.Cl.[CH3:9][O:10][C:11]1[CH:12]=[C:13]([NH:17]N)[CH:14]=[CH:15][CH:16]=1.O=[C:20]1[CH2:25][CH2:24][CH:23]([NH:26][C:27](=[O:31])[CH:28]([CH3:30])[CH3:29])[CH2:22][CH2:21]1. (2) Given the product [C:38]([O-:45])(=[O:44])/[CH:39]=[CH:40]\[C:41]([O-:43])=[O:42].[NH+:59]1[CH:63]=[CH:62][NH:61][CH:60]=1.[NH+:77]1[CH:81]=[CH:80][NH:79][CH:78]=1, predict the reactants needed to synthesize it. The reactants are: C1([Si](OC)(OC)OC)C=CC=CC=1.C(O[Si](OCC)(OCC)OCC)C.C[Si](OCC)(OCC)OCC.[C:38]([O-:45])(=[O:44])/[CH:39]=[CH:40]\[C:41]([O-:43])=[O:42].C(O[Si](CCC[NH+:59]1[CH2:63][CH2:62][N:61]=[CH:60]1)(OCC)OCC)C.C(O[Si](CCC[NH+:77]1[CH2:81][CH2:80][N:79]=[CH:78]1)(OCC)OCC)C.Cl.C(OCC(O)C)C. (3) The reactants are: Cl[C:2]1[CH:7]=[C:6]([Cl:8])[N:5]=[CH:4][C:3]=1[C:9]([NH:11][C:12]1[CH:13]=[N:14][CH:15]=[CH:16][CH:17]=1)=[O:10].[NH2:18][C:19]1[CH:29]=[CH:28][C:22]([C:23]([O:25][CH2:26][CH3:27])=[O:24])=[CH:21][CH:20]=1.Cl. Given the product [Cl:8][C:6]1[CH:7]=[C:2]([NH:18][C:19]2[CH:20]=[CH:21][C:22]([C:23]([O:25][CH2:26][CH3:27])=[O:24])=[CH:28][CH:29]=2)[C:3]([C:9](=[O:10])[NH:11][C:12]2[CH:13]=[N:14][CH:15]=[CH:16][CH:17]=2)=[CH:4][N:5]=1, predict the reactants needed to synthesize it. (4) Given the product [OH:75][C:69]1([CH2:68][NH:67][C:8](=[O:10])[C@H:7]([CH:11]([CH3:12])[CH3:13])[CH2:6][C@H:5]([O:14][Si:15]([C:18]([CH3:19])([CH3:21])[CH3:20])([CH3:16])[CH3:17])[C@@H:4]([N:1]=[N+:2]=[N-:3])[CH2:22][C@H:23]([CH2:27][C:28]2[CH:33]=[CH:32][C:31]([O:34][CH3:35])=[C:30]([O:36][CH2:37][CH2:38][CH2:39][O:40][CH3:41])[CH:29]=2)[CH:24]([CH3:26])[CH3:25])[CH2:74][CH2:73][O:72][CH2:71][CH2:70]1, predict the reactants needed to synthesize it. The reactants are: [N:1]([C@@H:4]([CH2:22][C@H:23]([CH2:27][C:28]1[CH:33]=[CH:32][C:31]([O:34][CH3:35])=[C:30]([O:36][CH2:37][CH2:38][CH2:39][O:40][CH3:41])[CH:29]=1)[CH:24]([CH3:26])[CH3:25])[C@@H:5]([O:14][Si:15]([C:18]([CH3:21])([CH3:20])[CH3:19])([CH3:17])[CH3:16])[CH2:6][C@@H:7]([CH:11]([CH3:13])[CH3:12])[C:8]([OH:10])=O)=[N+:2]=[N-:3].CN(C(ON1N=NC2C=CC=CC1=2)=[N+](C)C)C.F[P-](F)(F)(F)(F)F.Cl.[NH2:67][CH2:68][C:69]1([OH:75])[CH2:74][CH2:73][O:72][CH2:71][CH2:70]1.CCN(CC)CC. (5) Given the product [C:1]([O:5][C:6]([N:8]1[CH2:9][CH2:10][CH:11]([O:14][CH2:15][C:16]2[N:20]=[C:19]([C:21]3[O:29][C:28]4[CH:27]=[CH:26][N:25]=[C:24]([CH2:30][N:34]([CH3:35])[CH3:33])[C:23]=4[CH:22]=3)[O:18][N:17]=2)[CH2:12][CH2:13]1)=[O:7])([CH3:3])([CH3:4])[CH3:2], predict the reactants needed to synthesize it. The reactants are: [C:1]([O:5][C:6]([N:8]1[CH2:13][CH2:12][CH:11]([O:14][CH2:15][C:16]2[N:20]=[C:19]([C:21]3[O:29][C:28]4[CH:27]=[CH:26][N:25]=[C:24]([CH2:30]O)[C:23]=4[CH:22]=3)[O:18][N:17]=2)[CH2:10][CH2:9]1)=[O:7])([CH3:4])([CH3:3])[CH3:2].C[CH2:33][N:34](CC)[CH2:35]C.CS(Cl)(=O)=O.N(C)C.